Dataset: Forward reaction prediction with 1.9M reactions from USPTO patents (1976-2016). Task: Predict the product of the given reaction. (1) Given the reactants C(Cl)(=O)C(Cl)=O.[O:7]=[C:8]([C:12]1[O:13][CH:14]=[CH:15][CH:16]=1)[C:9]([OH:11])=[O:10].[N:17]12[CH2:24][CH2:23][CH:20]([CH2:21][CH2:22]1)[C@@H:19](O)[CH2:18]2, predict the reaction product. The product is: [N:17]12[CH2:24][CH2:23][CH:20]([CH2:21][CH2:22]1)[C@@H:19]([O:10][C:9](=[O:11])[C:8](=[O:7])[C:12]1[O:13][CH:14]=[CH:15][CH:16]=1)[CH2:18]2. (2) Given the reactants [N:1]1([C:14]([O:16][C:17]([CH3:20])([CH3:19])[CH3:18])=[O:15])[C:9]2[C:4](=[N:5][C:6]([C:10]([O:12]C)=[O:11])=[CH:7][CH:8]=2)[CH2:3][CH2:2]1.O1CCCC1.O.[OH-].[Li+].Cl, predict the reaction product. The product is: [C:17]([O:16][C:14]([N:1]1[C:9]2[C:4](=[N:5][C:6]([C:10]([OH:12])=[O:11])=[CH:7][CH:8]=2)[CH2:3][CH2:2]1)=[O:15])([CH3:20])([CH3:18])[CH3:19]. (3) Given the reactants [C:1]([CH2:4][N:5]([CH2:13][C:14]([OH:16])=O)[C:6]1[CH:11]=[CH:10][C:9]([F:12])=[CH:8][CH:7]=1)(O)=[O:2].C([N:19](CC)CC)C.FC(F)(F)C(N)=O.Cl.CN(C)CCCN=C=NCC, predict the reaction product. The product is: [F:12][C:9]1[CH:10]=[CH:11][C:6]([N:5]2[CH2:4][C:1](=[O:2])[NH:19][C:14](=[O:16])[CH2:13]2)=[CH:7][CH:8]=1. (4) Given the reactants [Br:1][C:2]1[C:7]([F:8])=[CH:6][C:5]([C:9]2[C:18]3[C:13](=[CH:14][C:15]([S:19](OC4C(F)=C(F)C(F)=C(F)C=4F)(=[O:21])=[O:20])=[CH:16][CH:17]=3)[CH:12]=[N:11][N:10]=2)=[C:4]([O:34][CH3:35])[CH:3]=1.[O:36]1[CH:40]=[CH:39][C:38]([NH2:41])=[N:37]1.C1COCC1.C[Si]([N-][Si](C)(C)C)(C)C.[Li+], predict the reaction product. The product is: [Br:1][C:2]1[C:7]([F:8])=[CH:6][C:5]([C:9]2[C:18]3[C:13](=[CH:14][C:15]([S:19]([NH:41][C:38]4[CH:39]=[CH:40][O:36][N:37]=4)(=[O:20])=[O:21])=[CH:16][CH:17]=3)[CH:12]=[N:11][N:10]=2)=[C:4]([O:34][CH3:35])[CH:3]=1. (5) The product is: [F:1][C:2]1[C:7]([O:8][CH:9]([CH3:11])[CH3:10])=[CH:6][CH:5]=[C:4]([F:12])[C:3]=1[OH:18]. Given the reactants [F:1][C:2]1[C:7]([O:8][CH:9]([CH3:11])[CH3:10])=[CH:6][CH:5]=[C:4]([F:12])[C:3]=1B(O)O.C(O)(=[O:18])C.OO, predict the reaction product. (6) Given the reactants [NH2:1][C:2]1[N:7]=[C:6](Cl)[N:5]=[C:4]([C:9]2[CH:10]=[C:11]([CH:20]=[CH:21][CH:22]=2)[O:12][CH2:13][C:14]([NH:16][CH:17]([CH3:19])[CH3:18])=[O:15])[CH:3]=1.[CH3:23][N:24]1[CH2:29][CH2:28][NH:27][CH2:26][CH2:25]1, predict the reaction product. The product is: [NH2:1][C:2]1[N:7]=[C:6]([N:27]2[CH2:28][CH2:29][N:24]([CH3:23])[CH2:25][CH2:26]2)[N:5]=[C:4]([C:9]2[CH:10]=[C:11]([CH:20]=[CH:21][CH:22]=2)[O:12][CH2:13][C:14]([NH:16][CH:17]([CH3:19])[CH3:18])=[O:15])[CH:3]=1. (7) The product is: [C:1]([O:5][C:6]([N:8]([CH2:21][CH:22]1[CH2:23][CH2:24]1)[C@@H:9]1[CH2:11][C@H:10]1[C:12]1[N:13]=[C:14]([C:17]([OH:19])=[O:18])[S:15][CH:16]=1)=[O:7])([CH3:4])([CH3:2])[CH3:3]. Given the reactants [C:1]([O:5][C:6]([N:8]([CH2:21][CH:22]1[CH2:24][CH2:23]1)[C@@H:9]1[CH2:11][C@H:10]1[C:12]1[N:13]=[C:14]([C:17]([O:19]C)=[O:18])[S:15][CH:16]=1)=[O:7])([CH3:4])([CH3:3])[CH3:2].[OH-].[Na+].Cl, predict the reaction product.